From a dataset of Reaction yield outcomes from USPTO patents with 853,638 reactions. Predict the reaction yield, written as a fraction of the theoretical maximum amount of product (1.0 means a 100% yield; for example, 0.34 means a 34% yield). (1) The reactants are [F:1][C:2]([F:21])([F:20])[C:3]1[C:11]([C:12]#[N:13])=[CH:10][CH:9]=[C:8]2[C:4]=1[CH:5]=[C:6]([CH2:14][CH2:15][C:16]([F:19])([F:18])[F:17])[NH:7]2.C([O-])([O-])=O.[Cs+].[Cs+].[Br:28][C:29]1[CH:30]=[N:31][CH:32]=[C:33]([C:35]2[O:39][N:38]=[C:37]([CH2:40]Cl)[N:36]=2)[CH:34]=1. The catalyst is C(#N)C. The product is [Br:28][C:29]1[CH:34]=[C:33]([C:35]2[O:39][N:38]=[C:37]([CH2:40][N:7]3[C:8]4[C:4](=[C:3]([C:2]([F:1])([F:20])[F:21])[C:11]([C:12]#[N:13])=[CH:10][CH:9]=4)[CH:5]=[C:6]3[CH2:14][CH2:15][C:16]([F:19])([F:18])[F:17])[N:36]=2)[CH:32]=[N:31][CH:30]=1. The yield is 0.230. (2) The reactants are [NH2:1][C:2]1[CH:21]=[CH:20][C:5]([O:6][C:7]2[N:12]=[CH:11][N:10]=[C:9]([NH:13][C:14]3[CH:19]=[CH:18][CH:17]=[CH:16][CH:15]=3)[CH:8]=2)=[CH:4][CH:3]=1.C1([O:28][C:29](=O)[NH:30][C:31]2[CH:36]=[CH:35][CH:34]=[C:33]([S:37]([CH3:40])(=[O:39])=[O:38])[CH:32]=2)C=CC=CC=1.O. The catalyst is CS(C)=O.C(OCC)(=O)C.CCCCCC. The product is [CH3:40][S:37]([C:33]1[CH:32]=[C:31]([NH:30][C:29]([NH:1][C:2]2[CH:21]=[CH:20][C:5]([O:6][C:7]3[CH:8]=[C:9]([NH:13][C:14]4[CH:19]=[CH:18][CH:17]=[CH:16][CH:15]=4)[N:10]=[CH:11][N:12]=3)=[CH:4][CH:3]=2)=[O:28])[CH:36]=[CH:35][CH:34]=1)(=[O:38])=[O:39]. The yield is 0.810. (3) The reactants are C[N:2](C)[CH:3]=[CH:4][C:5]([C:7]1[C:12](=[O:13])[CH:11]=[CH:10][N:9]([C:14]2[CH:19]=[CH:18][CH:17]=[C:16]([C:20]([F:23])([F:22])[F:21])[CH:15]=2)[N:8]=1)=O.Cl.[CH3:26][O:27][C:28]1[CH:33]=[CH:32][CH:31]=[CH:30][C:29]=1[NH:34]N.CCN(CC)CC. The catalyst is C(O)C. The product is [CH3:26][O:27][C:28]1[CH:33]=[CH:32][CH:31]=[CH:30][C:29]=1[N:34]1[C:5]([C:7]2[C:12](=[O:13])[CH:11]=[CH:10][N:9]([C:14]3[CH:19]=[CH:18][CH:17]=[C:16]([C:20]([F:23])([F:22])[F:21])[CH:15]=3)[N:8]=2)=[CH:4][CH:3]=[N:2]1. The yield is 0.190. (4) The reactants are [CH2:1]1[C:11]2=[C:12]3[C:7](=[CH:8][CH:9]=[CH:10]2)[CH2:6][CH2:5][CH2:4][N:3]3[C:2]1=O.O1CCCC1.[H-].C([Al+]CC(C)C)C(C)C.C1(C)C=CC=CC=1.Cl. The catalyst is C1(C)C=CC=CC=1. The product is [CH:1]1[C:11]2=[C:12]3[C:7](=[CH:8][CH:9]=[CH:10]2)[CH2:6][CH2:5][CH2:4][N:3]3[CH:2]=1. The yield is 0.749. (5) The reactants are [CH3:1][O:2][C:3]1[CH:4]=[C:5]2[C:10](=[CH:11][C:12]=1[O:13][CH3:14])[N:9]=[CH:8][CH:7]=[C:6]2[O:15][C:16]1[CH:21]=[CH:20][C:19]([NH2:22])=[CH:18][CH:17]=1.C(N(CC)CC)C.Cl[C:31]([O:33][C:34]1[CH:39]=[CH:38][CH:37]=[CH:36][CH:35]=1)=[O:32]. The catalyst is CN(C)C=O.CCCCCC.C(OCC)(=O)C.O. The product is [C:34]1([O:33][C:31](=[O:32])[NH:22][C:19]2[CH:18]=[CH:17][C:16]([O:15][C:6]3[C:5]4[C:10](=[CH:11][C:12]([O:13][CH3:14])=[C:3]([O:2][CH3:1])[CH:4]=4)[N:9]=[CH:8][CH:7]=3)=[CH:21][CH:20]=2)[CH:39]=[CH:38][CH:37]=[CH:36][CH:35]=1. The yield is 0.600. (6) The product is [F:22][CH2:23][CH2:24][O:25][C:8]1[N:7]([C:14]2[CH:19]=[CH:18][N:17]=[C:16]([NH2:20])[N:15]=2)[C:6]2[CH:21]=[C:2]([I:1])[CH:3]=[CH:4][C:5]=2[N:9]=1. The reactants are [I:1][C:2]1[CH:3]=[CH:4][C:5]2[N:9]=[C:8](C(Cl)(Cl)Cl)[N:7]([C:14]3[CH:19]=[CH:18][N:17]=[C:16]([NH2:20])[N:15]=3)[C:6]=2[CH:21]=1.[F:22][CH2:23][CH2:24][OH:25].C(=O)([O-])[O-].[Cs+].[Cs+]. The yield is 0.170. The catalyst is CN(C)C=O.C(OCC)(=O)C. (7) The reactants are CO[C:3](=[O:12])[C:4]1[CH:9]=[CH:8][CH:7]=[CH:6][C:5]=1[CH2:10]Br.[F:13][C:14]([F:31])([F:30])[C:15]1[CH:29]=[CH:28][C:18]([O:19][C:20]2[CH:27]=[CH:26][C:23]([CH2:24][NH2:25])=[CH:22][CH:21]=2)=[CH:17][CH:16]=1.C([O-])([O-])=O.[K+].[K+].C(OCC)(=O)C. The catalyst is C1(C)C=CC=CC=1.CCCCCC. The product is [F:13][C:14]([F:30])([F:31])[C:15]1[CH:29]=[CH:28][C:18]([O:19][C:20]2[CH:27]=[CH:26][C:23]([CH2:24][N:25]3[CH2:10][C:5]4[C:4](=[CH:9][CH:8]=[CH:7][CH:6]=4)[C:3]3=[O:12])=[CH:22][CH:21]=2)=[CH:17][CH:16]=1. The yield is 0.600. (8) The reactants are [CH3:1][C:2]1[N:7]=[C:6]2[S:8][C:9]([NH:11]C(=O)OCC)=[N:10][C:5]2=[N:4][CH:3]=1.[OH-].[Na+].Cl. No catalyst specified. The product is [CH3:1][C:2]1[N:7]=[C:6]2[S:8][C:9]([NH2:11])=[N:10][C:5]2=[N:4][CH:3]=1. The yield is 0.506. (9) The reactants are C(=O)([O-])[O-].[K+].[K+].[Cl:7][C:8]1[C:17]2[C:12](=[C:13]([Cl:18])[CH:14]=[CH:15][CH:16]=2)[CH:11]=[C:10]([OH:19])[N:9]=1.Br[CH2:21][CH2:22][CH3:23]. The catalyst is O. The product is [Cl:7][C:8]1[C:17]2[C:12](=[C:13]([Cl:18])[CH:14]=[CH:15][CH:16]=2)[CH:11]=[C:10]([O:19][CH2:21][CH2:22][CH3:23])[N:9]=1. The yield is 0.920.